From a dataset of Full USPTO retrosynthesis dataset with 1.9M reactions from patents (1976-2016). Predict the reactants needed to synthesize the given product. (1) Given the product [CH3:11][S:12][C:13]1[CH:18]=[CH:17][C:16]([O:19][C:2]2[CH:7]=[CH:6][C:5]([N+:8]([O-:10])=[O:9])=[CH:4][CH:3]=2)=[CH:15][CH:14]=1, predict the reactants needed to synthesize it. The reactants are: Cl[C:2]1[CH:7]=[CH:6][C:5]([N+:8]([O-:10])=[O:9])=[CH:4][CH:3]=1.[CH3:11][S:12][C:13]1[CH:18]=[CH:17][C:16]([OH:19])=[CH:15][CH:14]=1.C(=O)([O-])[O-].[K+].[K+].O. (2) Given the product [F:31][C:32]1[CH:33]=[C:34]([CH:35]=[CH:36][C:37]=1[F:38])[O:39][C:5]1[N:10]=[C:9]([N:11]2[CH2:15][CH2:14][CH2:13][CH2:12]2)[C:8]([C:16]2[CH:21]=[CH:20][C:19]([Cl:22])=[CH:18][CH:17]=2)=[C:7]([C:23]2[CH:28]=[CH:27][C:26]([Cl:29])=[CH:25][C:24]=2[Cl:30])[N:6]=1, predict the reactants needed to synthesize it. The reactants are: CS([C:5]1[N:10]=[C:9]([N:11]2[CH2:15][CH2:14][CH2:13][CH2:12]2)[C:8]([C:16]2[CH:21]=[CH:20][C:19]([Cl:22])=[CH:18][CH:17]=2)=[C:7]([C:23]2[CH:28]=[CH:27][C:26]([Cl:29])=[CH:25][C:24]=2[Cl:30])[N:6]=1)(=O)=O.[F:31][C:32]1[CH:33]=[C:34]([OH:39])[CH:35]=[CH:36][C:37]=1[F:38]. (3) Given the product [N+:7]([C:10]1[CH:11]=[C:12]([CH:15]=[CH:16][CH:17]=1)[CH2:13][N:1]1[CH2:6][CH2:5][O:4][CH2:3][CH2:2]1)([O-:9])=[O:8], predict the reactants needed to synthesize it. The reactants are: [NH:1]1[CH2:6][CH2:5][O:4][CH2:3][CH2:2]1.[N+:7]([C:10]1[CH:11]=[C:12]([CH:15]=[CH:16][CH:17]=1)[CH2:13]Cl)([O-:9])=[O:8].C(OCC)C. (4) Given the product [N+:25]([C:16]1[CH:17]=[N:18][C:19]2[C:24]([C:15]=1[NH:35][CH2:34][CH2:33][C:32]([O:31][CH2:29][CH3:30])=[O:36])=[CH:23][CH:22]=[CH:21][CH:20]=2)([O-:27])=[O:26], predict the reactants needed to synthesize it. The reactants are: C(=O)([O-])[O-].[K+].[K+].C(N(CC)CC)C.Cl[C:15]1[C:24]2[C:19](=[CH:20][CH:21]=[CH:22][CH:23]=2)[N:18]=[CH:17][C:16]=1[N+:25]([O-:27])=[O:26].Cl.[CH2:29]([O:31][C:32](=[O:36])[CH2:33][CH2:34][NH2:35])[CH3:30]. (5) The reactants are: [CH2:1]([O:8][CH2:9][CH2:10][CH2:11][CH2:12][OH:13])[C:2]1[CH:7]=[CH:6][CH:5]=[CH:4][CH:3]=1.[F:14][C:15]([F:24])([F:23])[C:16]1[N:21]=[CH:20][N:19]=[C:18](O)[CH:17]=1.C1(P(C2C=CC=CC=2)C2C=CC=CC=2)C=CC=CC=1.N(C(OC(C)C)=O)=NC(OC(C)C)=O. Given the product [CH2:1]([O:8][CH2:9][CH2:10][CH2:11][CH2:12][O:13][C:18]1[CH:17]=[C:16]([C:15]([F:24])([F:23])[F:14])[N:21]=[CH:20][N:19]=1)[C:2]1[CH:7]=[CH:6][CH:5]=[CH:4][CH:3]=1, predict the reactants needed to synthesize it.